This data is from Reaction yield outcomes from USPTO patents with 853,638 reactions. The task is: Predict the reaction yield, written as a fraction of the theoretical maximum amount of product (1.0 means a 100% yield; for example, 0.34 means a 34% yield). (1) The reactants are CN(C)[CH:3]=[CH:4][C:5]([C:7]1[O:8][CH:9]=[CH:10][CH:11]=1)=O.Cl.[NH2:14][C:15]([NH2:17])=[NH:16].C(=O)([O-])[O-].[K+].[K+]. The catalyst is CN(C)C=O. The product is [O:8]1[CH:9]=[CH:10][CH:11]=[C:7]1[C:5]1[CH:4]=[CH:3][N:14]=[C:15]([NH2:17])[N:16]=1. The yield is 0.860. (2) The reactants are [C:1]([N:4]1[C@@H:12]([C:13]2[CH:18]=[CH:17][C:16]([O:19]CC3C=CC=CC=3)=[CH:15][CH:14]=2)[C@@H:11]2[C:6]([C:7]3[CH:30]=[C:29]([O:31][CH3:32])[CH:28]=[CH:27][C:8]=3[CH2:9][CH2:10]2)=[N:5]1)(=[O:3])[CH3:2]. The catalyst is C(OCC)(=O)C.[Pd]. The product is [C:1]([N:4]1[C@@H:12]([C:13]2[CH:18]=[CH:17][C:16]([OH:19])=[CH:15][CH:14]=2)[C@@H:11]2[C:6]([C:7]3[CH:30]=[C:29]([O:31][CH3:32])[CH:28]=[CH:27][C:8]=3[CH2:9][CH2:10]2)=[N:5]1)(=[O:3])[CH3:2]. The yield is 0.630. (3) The reactants are [O:1]=[C:2]1[NH:7][CH:6]=[N:5][C:4]2[O:8][C:9]([C:17]3[CH:22]=[CH:21][C:20]([C:23]4([NH:27][C:28](=[O:34])[O:29][C:30]([CH3:33])([CH3:32])[CH3:31])[CH2:26][CH2:25][CH2:24]4)=[CH:19][CH:18]=3)=[C:10]([C:11]3[CH:16]=[CH:15][CH:14]=[CH:13][CH:12]=3)[C:3]1=2.C([O-])([O-])=O.[K+].[K+].I[CH2:42][CH3:43]. The catalyst is CN(C=O)C.CCOC(C)=O.[Cl-].[Na+].O. The product is [CH2:42]([N:7]1[C:2](=[O:1])[C:3]2[C:10]([C:11]3[CH:12]=[CH:13][CH:14]=[CH:15][CH:16]=3)=[C:9]([C:17]3[CH:22]=[CH:21][C:20]([C:23]4([NH:27][C:28](=[O:34])[O:29][C:30]([CH3:31])([CH3:33])[CH3:32])[CH2:24][CH2:25][CH2:26]4)=[CH:19][CH:18]=3)[O:8][C:4]=2[N:5]=[CH:6]1)[CH3:43]. The yield is 0.610. (4) The reactants are [O:1]1[CH2:6][CH2:5][CH:4]([C:7]([N:9]2[CH2:15][C:14]3[CH:16]=[CH:17][C:18]([C:20](OC)=[O:21])=[CH:19][C:13]=3[O:12][CH2:11][C@@H:10]2[C:24]2[CH:29]=[CH:28][C:27]([C:30]([F:33])([F:32])[F:31])=[CH:26][CH:25]=2)=[O:8])[CH2:3][CH2:2]1.[NH2:34][OH:35].[OH-].[Na+]. The catalyst is C1COCC1.CO. The product is [OH:35][NH:34][C:20]([C:18]1[CH:17]=[CH:16][C:14]2[CH2:15][N:9]([C:7]([CH:4]3[CH2:3][CH2:2][O:1][CH2:6][CH2:5]3)=[O:8])[C@@H:10]([C:24]3[CH:29]=[CH:28][C:27]([C:30]([F:33])([F:31])[F:32])=[CH:26][CH:25]=3)[CH2:11][O:12][C:13]=2[CH:19]=1)=[O:21]. The yield is 0.240. (5) The product is [CH3:31][O:32][C:33]([C:35]1[O:36][C:37]([O:30][C:27]2[CH:26]=[CH:25][C:24]([C:21]3[CH:22]=[CH:23][C:18](/[CH:17]=[CH:16]/[C:11]4[N:12]([CH2:14][CH3:15])[CH:13]=[C:9]([C:3]5[CH:4]=[CH:5][C:6]([Cl:8])=[CH:7][C:2]=5[Cl:1])[N:10]=4)=[CH:19][CH:20]=3)=[CH:29][CH:28]=2)=[CH:38][CH:39]=1)=[O:34]. No catalyst specified. The yield is 0.380. The reactants are [Cl:1][C:2]1[CH:7]=[C:6]([Cl:8])[CH:5]=[CH:4][C:3]=1[C:9]1[N:10]=[C:11](/[CH:16]=[CH:17]/[C:18]2[CH:23]=[CH:22][C:21]([C:24]3[CH:29]=[CH:28][C:27]([OH:30])=[CH:26][CH:25]=3)=[CH:20][CH:19]=2)[N:12]([CH2:14][CH3:15])[CH:13]=1.[CH3:31][O:32][C:33]([C:35]1[O:36][C:37](Br)=[CH:38][CH:39]=1)=[O:34].